This data is from Reaction yield outcomes from USPTO patents with 853,638 reactions. The task is: Predict the reaction yield, written as a fraction of the theoretical maximum amount of product (1.0 means a 100% yield; for example, 0.34 means a 34% yield). (1) The reactants are [Cl:1][C:2]1[C:7]2[N:8]=[C:9]([NH2:11])[S:10][C:6]=2[CH:5]=[CH:4][CH:3]=1.[C:12](N1C=CN=C1)([N:14]1[CH:18]=[CH:17][N:16]=[CH:15]1)=[S:13]. The catalyst is C(#N)C. The product is [Cl:1][C:2]1[C:7]2[N:8]=[C:9]([NH:11][C:12]([N:14]3[CH:18]=[CH:17][N:16]=[CH:15]3)=[S:13])[S:10][C:6]=2[CH:5]=[CH:4][CH:3]=1. The yield is 0.185. (2) The reactants are O[C:2]1[C:7]([C:8]#[N:9])=[CH:6][N:5]=[C:4]2[C:10]3[CH:16]=[CH:15][CH:14]=[CH:13][C:11]=3[O:12][C:3]=12.CCCCCC.P(Cl)(Cl)([Cl:25])=O. No catalyst specified. The product is [Cl:25][C:2]1[C:7]([C:8]#[N:9])=[CH:6][N:5]=[C:4]2[C:10]3[CH:16]=[CH:15][CH:14]=[CH:13][C:11]=3[O:12][C:3]=12. The yield is 0.650. (3) The reactants are CS([O:5][CH2:6][CH2:7][CH:8]([NH:17][C:18]1[NH:19][C:20](=[O:32])[C:21]2[CH:26]=[N:25][N:24]([CH:27]3[CH2:31][CH2:30][CH2:29][CH2:28]3)[C:22]=2[N:23]=1)[C:9]1[CH:14]=[CH:13][C:12]([O:15][CH3:16])=[CH:11][CH:10]=1)(=O)=O.C(=O)([O-])[O-].[Cs+].[Cs+]. The catalyst is O1CCOCC1. The product is [CH:27]1([N:24]2[C:22]3[N:23]=[C:18]([NH:17][CH:8]([C:9]4[CH:14]=[CH:13][C:12]([O:15][CH3:16])=[CH:11][CH:10]=4)[CH2:7][CH2:6][OH:5])[NH:19][C:20](=[O:32])[C:21]=3[CH:26]=[N:25]2)[CH2:28][CH2:29][CH2:30][CH2:31]1. The yield is 0.190. (4) The reactants are [H-].[Na+].[C:3]([CH2:5]P(=O)(OCC)OCC)#[N:4].[CH3:14][O:15][CH2:16][O:17][C:18]1[CH:23]=[C:22]([O:24][CH2:25][O:26][CH3:27])[CH:21]=[CH:20][C:19]=1[CH:28]1[CH2:33][CH2:32][C:31](=O)[CH2:30][CH2:29]1.O. The catalyst is COCCOC.C(OCC)C. The product is [CH3:14][O:15][CH2:16][O:17][C:18]1[CH:23]=[C:22]([O:24][CH2:25][O:26][CH3:27])[CH:21]=[CH:20][C:19]=1[CH:28]1[CH2:33][CH2:32][C:31](=[CH:5][C:3]#[N:4])[CH2:30][CH2:29]1. The yield is 0.660. (5) The reactants are [CH3:1][O:2][C:3]1[CH:8]=[CH:7][CH:6]=[CH:5][C:4]=1[C:9]1[C:17]2[C:12](=[N:13][CH:14]=[C:15]([C:18]3[CH:19]=[C:20]([C:24]4([CH3:31])[NH:28][C:27](=[O:29])[NH:26][C:25]4=[O:30])[CH:21]=[CH:22][CH:23]=3)[CH:16]=2)[N:11](S(C2C=CC(C)=CC=2)(=O)=O)[CH:10]=1.[OH-].[K+]. The catalyst is CO. The product is [CH3:1][O:2][C:3]1[CH:8]=[CH:7][CH:6]=[CH:5][C:4]=1[C:9]1[C:17]2[C:12](=[N:13][CH:14]=[C:15]([C:18]3[CH:19]=[C:20]([C:24]4([CH3:31])[NH:28][C:27](=[O:29])[NH:26][C:25]4=[O:30])[CH:21]=[CH:22][CH:23]=3)[CH:16]=2)[NH:11][CH:10]=1. The yield is 0.510.